Task: Predict the product of the given reaction.. Dataset: Forward reaction prediction with 1.9M reactions from USPTO patents (1976-2016) (1) Given the reactants Br[C:2]1[CH:29]=[C:28]([Cl:30])[C:5]([C:6]([N:8]2[C:16]3[CH:15]=[CH:14][N:13]=[C:12]([N:17]([C:23]([CH:25]4[CH2:27][CH2:26]4)=[O:24])[C:18]([CH:20]4[CH2:22][CH2:21]4)=[O:19])[C:11]=3[CH:10]=[CH:9]2)=[O:7])=[C:4]([Cl:31])[CH:3]=1.[Cu]([C:35]#[N:36])[C:33]#[N:34].C(=O)([O-])[O-].[Cs+].[Cs+].C(OCC)(=O)C, predict the reaction product. The product is: [CH:20]1([C:18]([N:17]([C:12]2[C:11]3[CH:10]=[CH:9][N:8]([C:6](=[O:7])[C:5]4[C:28]([Cl:30])=[CH:29][C:2]([C:33]#[N:34])=[CH:3][C:4]=4[Cl:31])[C:16]=3[CH:15]=[CH:14][N:13]=2)[C:23]([CH:25]2[CH2:27][CH2:26]2)=[O:24])=[O:19])[CH2:22][CH2:21]1.[Cl:30][C:28]1[CH:29]=[C:2]([C:35]#[N:36])[CH:3]=[C:4]([Cl:31])[C:5]=1[C:6]([N:8]1[C:16]2[CH:15]=[CH:14][N:13]=[C:12]([NH:17][C:18]([CH:20]3[CH2:21][CH2:22]3)=[O:19])[C:11]=2[CH:10]=[CH:9]1)=[O:7]. (2) Given the reactants [CH3:1][NH:2][NH2:3].C(O)(=O)C.[C:8]1([C:14]([CH:16]=O)=[O:15])[CH:13]=[CH:12][CH:11]=[CH:10][CH:9]=1, predict the reaction product. The product is: [CH3:1][NH:2][N:3]=[CH:16][C:14](=[O:15])[C:8]1[CH:13]=[CH:12][CH:11]=[CH:10][CH:9]=1. (3) Given the reactants [C:1]1([CH:7]([C:11]2[CH:16]=[CH:15][C:14]([C:17]3[CH:22]=[CH:21][CH:20]=[CH:19][CH:18]=3)=[CH:13][CH:12]=2)[CH2:8][CH2:9][OH:10])[CH:6]=[CH:5][CH:4]=[CH:3][CH:2]=1.CC(OI1(OC(C)=O)(OC(C)=O)OC(=O)C2C=CC=CC1=2)=O, predict the reaction product. The product is: [C:1]1([CH:7]([C:11]2[CH:12]=[CH:13][C:14]([C:17]3[CH:22]=[CH:21][CH:20]=[CH:19][CH:18]=3)=[CH:15][CH:16]=2)[CH2:8][CH:9]=[O:10])[CH:2]=[CH:3][CH:4]=[CH:5][CH:6]=1. (4) Given the reactants C1CCN2C(=NCCC2)CC1.[Br:12][C:13]1[CH:18]=[CH:17][C:16]([NH:19][C:20]2[C:21]([C:29]3[N:33](CCC#N)[N:32]=[N:31][N:30]=3)=[CH:22][N:23]([CH3:28])[C:24](=[O:27])[C:25]=2[CH3:26])=[C:15]([F:38])[CH:14]=1, predict the reaction product. The product is: [Br:12][C:13]1[CH:18]=[CH:17][C:16]([NH:19][C:20]2[C:21]([C:29]3[NH:33][N:32]=[N:31][N:30]=3)=[CH:22][N:23]([CH3:28])[C:24](=[O:27])[C:25]=2[CH3:26])=[C:15]([F:38])[CH:14]=1. (5) Given the reactants [Li]CCCC.[N:6]1([C:11]2[CH:31]=[CH:30][C:14]([CH2:15][C:16]3[C:17]([O:28][CH3:29])=[N:18][C:19]4[C:24]([C:25]=3[Cl:26])=[CH:23][C:22](Br)=[CH:21][CH:20]=4)=[CH:13][CH:12]=2)[CH:10]=[CH:9][CH:8]=[N:7]1.[CH3:32][N:33]1[C:37]([C:38]([C:40]2[N:44]([CH3:45])[C:43]([CH3:46])=[N:42][CH:41]=2)=[O:39])=[CH:36][N:35]=[C:34]1[CH3:47].C(=O)=O.CC(C)=O, predict the reaction product. The product is: [N:6]1([C:11]2[CH:31]=[CH:30][C:14]([CH2:15][C:16]3[C:17]([O:28][CH3:29])=[N:18][C:19]4[C:24]([C:25]=3[Cl:26])=[CH:23][C:22]([C:38]([C:37]3[N:33]([CH3:32])[C:34]([CH3:47])=[N:35][CH:36]=3)([C:40]3[N:44]([CH3:45])[C:43]([CH3:46])=[N:42][CH:41]=3)[OH:39])=[CH:21][CH:20]=4)=[CH:13][CH:12]=2)[CH:10]=[CH:9][CH:8]=[N:7]1.